Predict which catalyst facilitates the given reaction. From a dataset of Catalyst prediction with 721,799 reactions and 888 catalyst types from USPTO. (1) Product: [CH:23]1[C:24]2[C:19](=[CH:18][C:17]3[C:12]([C:11]=2[NH:10][CH2:3][C:4]2[CH:9]=[CH:8][CH:7]=[CH:6][CH:5]=2)=[CH:13][CH:14]=[CH:15][CH:16]=3)[CH:20]=[CH:21][CH:22]=1.[CH3:27][P:28](=[O:29])([OH:31])[OH:30]. Reactant: C([C:3](CC)([NH:10][C:11]1[C:12]2[C:17]([CH:18]=[C:19]3[C:24]=1[CH:23]=[CH:22][CH:21]=[CH:20]3)=[CH:16][CH:15]=[CH:14][CH:13]=2)[C:4]1[CH:9]=[CH:8][CH:7]=[CH:6][CH:5]=1)C.[CH3:27][P:28](=[O:31])([O-:30])[O-:29]. The catalyst class is: 33. (2) Reactant: [CH3:1][S:2](Cl)(=[O:4])=[O:3].[CH3:6][C@@H:7]1[CH2:12][CH2:11][C@H:10]([OH:13])[CH2:9][CH2:8]1.C(N(CC)CC)C. Product: [CH3:1][S:2]([O:13][C@H:10]1[CH2:11][CH2:12][C@@H:7]([CH3:6])[CH2:8][CH2:9]1)(=[O:4])=[O:3]. The catalyst class is: 2. (3) Reactant: [C:1]([O:5][C:6]([NH:8][C@@H:9]([CH2:13][C:14]1[CH:19]=[CH:18][C:17]([O:20][C:21]2[CH:26]=[CH:25][C:24]([CH:27]=[O:28])=[CH:23][CH:22]=2)=[CH:16][CH:15]=1)[C:10]([OH:12])=[O:11])=[O:7])([CH3:4])([CH3:3])[CH3:2].[C:29]([O-])(O)=O.[Na+].IC.C(Cl)(Cl)Cl.CO. Product: [CH3:29][O:11][C:10](=[O:12])[C@@H:9]([NH:8][C:6]([O:5][C:1]([CH3:4])([CH3:2])[CH3:3])=[O:7])[CH2:13][C:14]1[CH:19]=[CH:18][C:17]([O:20][C:21]2[CH:26]=[CH:25][C:24]([CH:27]=[O:28])=[CH:23][CH:22]=2)=[CH:16][CH:15]=1. The catalyst class is: 384.